Dataset: Forward reaction prediction with 1.9M reactions from USPTO patents (1976-2016). Task: Predict the product of the given reaction. (1) Given the reactants Cl[C:2]1[C:7]([C:8]([O:10][CH2:11][CH3:12])=[O:9])=[CH:6][N:5]=[C:4]([S:13][CH3:14])[N:3]=1.[CH:15]([NH2:18])([CH3:17])[CH3:16].O, predict the reaction product. The product is: [CH:15]([NH:18][C:2]1[C:7]([C:8]([O:10][CH2:11][CH3:12])=[O:9])=[CH:6][N:5]=[C:4]([S:13][CH3:14])[N:3]=1)([CH3:17])[CH3:16]. (2) The product is: [CH3:40][C:41]1[CH:50]=[C:49]2[C:44]([CH:45]=[CH:46][CH:47]=[C:48]2[C:51]([OH:53])=[O:2])=[CH:43][CH:42]=1. Given the reactants P([O-])(OC)[O:2]C.COC1C=CC(P2(SP(C3C=CC(OC)=CC=3)(=S)S2)=S)=CC=1.CC1C=CC2C(=CC=CC=2)C=1.[CH3:40][C:41]1[CH:50]=[C:49]2[C:44]([CH:45]=[CH:46][CH:47]=[C:48]2[C:51](=[O:53])C)=[CH:43][CH:42]=1.BrBr.COP(OC)(OC)=S, predict the reaction product.